From a dataset of Forward reaction prediction with 1.9M reactions from USPTO patents (1976-2016). Predict the product of the given reaction. (1) Given the reactants [Br:1][C:2]1[CH:7]=[CH:6][C:5]([OH:8])=[CH:4][CH:3]=1.[Cl:9][C:10]1[CH:15]=[C:14]([Cl:16])[CH:13]=[CH:12][C:11]=1[C:17]1[CH:18]=[C:19](C(=C)C(O)=O)C=CC=1.S(=O)(=O)(O)[OH:29], predict the reaction product. The product is: [Br:1][C:2]1[CH:7]=[C:6]2[C:5](=[CH:4][CH:3]=1)[O:8][C:19](=[O:29])[CH2:18][CH:17]2[C:11]1[CH:12]=[CH:13][C:14]([Cl:16])=[CH:15][C:10]=1[Cl:9]. (2) Given the reactants [OH:1][C:2]1[CH:3]=[CH:4][C:5]2[C:17](=[O:18])[C:16]3[C:15]4[C:10](=[CH:11][C:12]([C:19]#[N:20])=[CH:13][CH:14]=4)[NH:9][C:8]=3[C:7]([CH3:22])([CH3:21])[C:6]=2[CH:23]=1.O[CH2:25][CH2:26][N:27]1[CH2:31][CH2:30][NH:29][C:28]1=[O:32], predict the reaction product. The product is: [CH3:22][C:7]1([CH3:21])[C:8]2[NH:9][C:10]3[C:15](=[CH:14][CH:13]=[C:12]([C:19]#[N:20])[CH:11]=3)[C:16]=2[C:17](=[O:18])[C:5]2[CH:4]=[CH:3][C:2]([O:1][CH2:25][CH2:26][N:27]3[CH2:31][CH2:30][NH:29][C:28]3=[O:32])=[CH:23][C:6]1=2. (3) Given the reactants [NH2:1][C@H:2]([C:5]1[N:6]([C:17]2[CH:22]=[CH:21][CH:20]=[CH:19][CH:18]=2)[C:7](=[O:16])[C:8]2[C:13]([CH:14]=1)=[CH:12][CH:11]=[CH:10][C:9]=2[Cl:15])[CH2:3][CH3:4].Cl[C:24]1[N:29]=[CH:28][N:27]=[C:26]([NH2:30])[C:25]=1[C:31]1[O:35][N:34]=[C:33]([CH3:36])[N:32]=1.CCN(C(C)C)C(C)C, predict the reaction product. The product is: [NH2:30][C:26]1[N:27]=[CH:28][N:29]=[C:24]([NH:1][C@H:2]([C:5]2[N:6]([C:17]3[CH:22]=[CH:21][CH:20]=[CH:19][CH:18]=3)[C:7](=[O:16])[C:8]3[C:13]([CH:14]=2)=[CH:12][CH:11]=[CH:10][C:9]=3[Cl:15])[CH2:3][CH3:4])[C:25]=1[C:31]1[O:35][N:34]=[C:33]([CH3:36])[N:32]=1. (4) Given the reactants FC1C=C2C(C(C3C=CC(NCCCN)=NC=3)=CN2)=CC=1.[F:22][C:23]1[CH:31]=[C:30]2[C:26]([C:27]([C:41]3[CH:42]=[N:43][C:44]([N:47]4[CH2:52][CH2:51][NH:50][CH2:49][CH2:48]4)=[CH:45][CH:46]=3)=[CH:28][N:29]2S(C2C=CC=CC=2)(=O)=O)=[CH:25][CH:24]=1, predict the reaction product. The product is: [F:22][C:23]1[CH:31]=[C:30]2[C:26]([C:27]([C:41]3[CH:42]=[N:43][C:44]([N:47]4[CH2:52][CH2:51][NH:50][CH2:49][CH2:48]4)=[CH:45][CH:46]=3)=[CH:28][NH:29]2)=[CH:25][CH:24]=1. (5) Given the reactants [C:1]([C@@:18]1([N:26]2[C:36]3[N:35]=[C:33]([NH2:34])[NH:32][C:30](=[O:31])[C:29]=3[N:28]=[CH:27]2)[O:25][C@H:22]([CH2:23][OH:24])[C@@H:20]([OH:21])[CH2:19]1)(=[O:17])[CH2:2][CH2:3][CH2:4][CH2:5][CH2:6][CH2:7][CH2:8][CH2:9][CH2:10][CH2:11][CH2:12]CCCC.C(Cl)(=O)CCCCCCC.C(Cl)(=O)CCCCCCCCCCCCCCC, predict the reaction product. The product is: [C:1]([C@@:18]1([N:26]2[C:36]3[N:35]=[C:33]([NH2:34])[NH:32][C:30](=[O:31])[C:29]=3[N:28]=[CH:27]2)[O:25][C@H:22]([CH2:23][OH:24])[C@@H:20]([OH:21])[CH2:19]1)(=[O:17])[CH2:2][CH2:3][CH2:4][CH2:5][CH2:6][CH2:7][CH2:8][CH2:9][CH2:10][CH2:11][CH3:12]. (6) Given the reactants [Cl:1][C:2]1[CH:8]=[CH:7][C:5]([NH2:6])=[CH:4][C:3]=1[C:9]1[CH:14]=[CH:13][CH:12]=[CH:11][N:10]=1.[CH3:15][O:16][CH2:17][CH2:18][S:19]([C:22]1[CH:30]=[CH:29][C:25]([C:26](O)=[O:27])=[CH:24][CH:23]=1)(=[O:21])=[O:20], predict the reaction product. The product is: [Cl:1][C:2]1[CH:8]=[CH:7][C:5]([NH:6][C:26](=[O:27])[C:25]2[CH:24]=[CH:23][C:22]([S:19]([CH2:18][CH2:17][O:16][CH3:15])(=[O:21])=[O:20])=[CH:30][CH:29]=2)=[CH:4][C:3]=1[C:9]1[CH:14]=[CH:13][CH:12]=[CH:11][N:10]=1. (7) Given the reactants [CH3:1][O:2][C:3]1[CH:4]=[C:5]2[C:10](=[CH:11][C:12]=1[O:13][CH3:14])[N:9]=[CH:8][CH:7]=[C:6]2[O:15][C:16]1[C:22]([CH3:23])=[CH:21][C:19]([NH2:20])=[C:18]([CH3:24])[CH:17]=1.C1(C)C=CC=CC=1.C(N(CC)CC)C.Cl[C:40](Cl)([O:42]C(=O)OC(Cl)(Cl)Cl)Cl.[CH3:51][C:52]1[CH:60]=[CH:59][C:55]([CH:56]([OH:58])[CH3:57])=[CH:54][CH:53]=1, predict the reaction product. The product is: [CH3:1][O:2][C:3]1[CH:4]=[C:5]2[C:10](=[CH:11][C:12]=1[O:13][CH3:14])[N:9]=[CH:8][CH:7]=[C:6]2[O:15][C:16]1[C:22]([CH3:23])=[CH:21][C:19]([NH:20][C:40](=[O:42])[O:58][CH:56]([C:55]2[CH:59]=[CH:60][C:52]([CH3:51])=[CH:53][CH:54]=2)[CH3:57])=[C:18]([CH3:24])[CH:17]=1. (8) Given the reactants Cl[CH2:2][C:3]([NH:5][C@@H:6]1[CH2:11][O:10][C:9]2=[N:12][C:13]([N+:15]([O-:17])=[O:16])=[CH:14][N:8]2[CH2:7]1)=[O:4].[CH3:18][O:19][CH2:20][CH2:21][O:22][C:23]1[CH:35]=[CH:34][C:26]([O:27][CH:28]2[CH2:33][CH2:32][NH:31][CH2:30][CH2:29]2)=[CH:25][CH:24]=1, predict the reaction product. The product is: [CH3:18][O:19][CH2:20][CH2:21][O:22][C:23]1[CH:35]=[CH:34][C:26]([O:27][CH:28]2[CH2:33][CH2:32][N:31]([CH2:2][C:3]([NH:5][C@@H:6]3[CH2:11][O:10][C:9]4=[N:12][C:13]([N+:15]([O-:17])=[O:16])=[CH:14][N:8]4[CH2:7]3)=[O:4])[CH2:30][CH2:29]2)=[CH:25][CH:24]=1. (9) Given the reactants [CH:1]1([C@:4]2([OH:12])[CH2:8][CH2:7][NH:6][C@H:5]2[CH:9](C)C)[CH2:3][CH2:2]1.[F:13][C:14]1[CH:21]=[C:20](F)[CH:19]=[CH:18][C:15]=1[C:16]#[N:17].C(=O)([O-])[O-].[Li+].[Li+], predict the reaction product. The product is: [CH:1]1([C@:4]2([OH:12])[CH2:8][CH2:7][N:6]([C:20]3[CH:19]=[CH:18][C:15]([C:16]#[N:17])=[C:14]([F:13])[CH:21]=3)[C@H:5]2[CH3:9])[CH2:2][CH2:3]1.